Dataset: Full USPTO retrosynthesis dataset with 1.9M reactions from patents (1976-2016). Task: Predict the reactants needed to synthesize the given product. (1) Given the product [F:1][C:2]1[C:7]([NH:8][S:9]([CH2:12][CH2:13][CH3:14])(=[O:11])=[O:10])=[CH:6][CH:5]=[C:4]([F:15])[C:3]=1[NH:16][C:17]([C:19]1[CH:20]=[C:21]([C:41]#[C:42][CH2:43][OH:44])[CH:22]=[C:23]2[C:28]=1[N:27]=[CH:26][N:25]=[C:24]2[NH2:29])=[O:18], predict the reactants needed to synthesize it. The reactants are: [F:1][C:2]1[C:7]([NH:8][S:9]([CH2:12][CH2:13][CH3:14])(=[O:11])=[O:10])=[CH:6][CH:5]=[C:4]([F:15])[C:3]=1[NH:16][C:17]([C:19]1[CH:20]=[C:21]([C:41]#[C:42][CH2:43][OH:44])[CH:22]=[C:23]2[C:28]=1[N:27]=[CH:26][N:25]=[C:24]2[NH:29]CC1C=CC(OC)=CC=1OC)=[O:18]. (2) Given the product [F:2][C:3]1([F:8])[CH2:7][CH2:6][N:5]([CH2:12][CH2:13][CH2:14][N:15]2[CH2:19][CH2:18][N:17]([CH2:20][CH2:21][CH2:22][N:5]3[CH2:6][CH2:7][C:3]([F:8])([F:2])[CH2:4]3)[C:16]2=[C:28]([C:31]#[N:32])[C:29]#[N:30])[CH2:4]1, predict the reactants needed to synthesize it. The reactants are: Cl.[F:2][C:3]1([F:8])[CH2:7][CH2:6][NH:5][CH2:4]1.[OH-].[Na+].Br[CH2:12][CH2:13][CH2:14][N:15]1[CH2:19][CH2:18][N:17]([CH2:20][CH2:21][CH2:22]OS(C)(=O)=O)[C:16]1=[C:28]([C:31]#[N:32])[C:29]#[N:30].C(=O)([O-])[O-].[K+].[K+]. (3) Given the product [Br:1][C:2]1[CH:3]=[C:4]2[C:5](=[CH:10][CH:11]=1)[C:6](=[O:8])[N:14]([C:15]1[CH:20]=[CH:19][CH:18]=[CH:17][CH:16]=1)[CH2:12]2, predict the reactants needed to synthesize it. The reactants are: [Br:1][C:2]1[CH:11]=[CH:10][C:5]([C:6]([O:8]C)=O)=[C:4]([CH2:12]Br)[CH:3]=1.[NH2:14][C:15]1[CH:20]=[CH:19][CH:18]=[CH:17][CH:16]=1. (4) Given the product [C:1]([O:5][C:6]([NH:7][C@H:8]([C:10]1[CH:11]=[C:12]([C:21]([CH3:23])([CH3:22])[C:20]([O:19][CH3:18])=[O:24])[CH:13]=[CH:14][CH:15]=1)[CH3:9])=[O:17])([CH3:4])([CH3:3])[CH3:2], predict the reactants needed to synthesize it. The reactants are: [C:1]([O:5][C:6](=[O:17])[NH:7][C@H:8]([C:10]1[CH:15]=[CH:14][CH:13]=[C:12](Br)[CH:11]=1)[CH3:9])([CH3:4])([CH3:3])[CH3:2].[CH3:18][O:19][C:20]([O:24][Si](C)(C)C)=[C:21]([CH3:23])[CH3:22].CN(C=O)C.O.